This data is from Full USPTO retrosynthesis dataset with 1.9M reactions from patents (1976-2016). The task is: Predict the reactants needed to synthesize the given product. Given the product [C:1]([O:4][C@H:5]1[CH2:10][CH2:9][C@@:8]([C@H:11]2[CH2:19][CH2:18][C@@:17]3([CH3:20])[C@@H:13]([CH2:14][CH2:15][C:16]3=[CH2:21])[C@@H:12]2[CH2:22][C:38]#[N:39])([CH3:28])[C@@H:7]([CH2:29][O:30][Si:31]([C:34]([CH3:35])([CH3:37])[CH3:36])([CH3:32])[CH3:33])[CH2:6]1)(=[O:3])[CH3:2], predict the reactants needed to synthesize it. The reactants are: [C:1]([O:4][C@H:5]1[CH2:10][CH2:9][C@:8]([CH3:28])([C@H:11]2[CH2:19][CH2:18][C@@:17]3([CH3:20])[C@@H:13]([CH2:14][CH2:15][C:16]3=[CH2:21])[C@@H:12]2[CH2:22]OS(C)(=O)=O)[C@@H:7]([CH2:29][O:30][Si:31]([C:34]([CH3:37])([CH3:36])[CH3:35])([CH3:33])[CH3:32])[CH2:6]1)(=[O:3])[CH3:2].[C-:38]#[N:39].[K+].C1COCC1.O.